From a dataset of Full USPTO retrosynthesis dataset with 1.9M reactions from patents (1976-2016). Predict the reactants needed to synthesize the given product. (1) Given the product [C:35]([O:33][CH2:32][CH2:31][C:27]1[CH:26]=[C:25]([F:34])[C:24]([NH:23][C:3]([NH2:2])=[CH:4][C:5]([C:7]2[CH:12]=[CH:11][C:10]([F:13])=[CH:9][C:8]=2[F:14])=[O:6])=[C:29]([F:30])[CH:28]=1)(=[O:37])[CH3:36], predict the reactants needed to synthesize it. The reactants are: Cl.[NH2:2][C:3](SC1C=CC(Cl)=CC=1)=[CH:4][C:5]([C:7]1[CH:12]=[CH:11][C:10]([F:13])=[CH:9][C:8]=1[F:14])=[O:6].[NH2:23][C:24]1[C:29]([F:30])=[CH:28][C:27]([CH2:31][CH2:32][OH:33])=[CH:26][C:25]=1[F:34].[C:35](O)(=[O:37])[CH3:36]. (2) Given the product [Cl:1][C:2]1[CH:7]=[C:6]([Cl:8])[CH:5]=[C:4]([Cl:9])[C:3]=1[NH:10][C:11]([NH2:15])=[O:12], predict the reactants needed to synthesize it. The reactants are: [Cl:1][C:2]1[CH:7]=[C:6]([Cl:8])[CH:5]=[C:4]([Cl:9])[C:3]=1[N:10]=[C:11]=[O:12].C([N:15](CC)CC)C.Cl. (3) Given the product [Br:1][C:2]1[CH:7]=[CH:6][C:5]([O:8][CH3:9])=[C:4]([N+:10]([O-:12])=[O:11])[C:3]=1[O:20][C:14]1[CH:19]=[CH:18][CH:17]=[CH:16][CH:15]=1, predict the reactants needed to synthesize it. The reactants are: [Br:1][C:2]1[CH:7]=[CH:6][C:5]([O:8][CH3:9])=[C:4]([N+:10]([O-:12])=[O:11])[C:3]=1F.[C:14]1([OH:20])[CH:19]=[CH:18][CH:17]=[CH:16][CH:15]=1. (4) Given the product [F:67][C:21]1([F:20])[CH2:26][CH2:25][CH:24]([C:27]2[C:36]3[CH:35]([OH:37])[CH2:34][C:33]([CH3:47])([CH3:48])[CH2:32][C:31]=3[N:30]=[C:29]([CH:49]3[CH2:54][CH2:53][N:52]([C:2]4[N:7]=[CH:6][C:5]([S:8]([CH3:11])(=[O:10])=[O:9])=[CH:4][N:3]=4)[CH2:51][CH2:50]3)[C:28]=2[CH:55]([F:66])[C:56]2[CH:61]=[CH:60][C:59]([C:62]([F:64])([F:65])[F:63])=[CH:58][CH:57]=2)[CH2:23][CH2:22]1, predict the reactants needed to synthesize it. The reactants are: Cl[C:2]1[N:7]=[CH:6][C:5]([S:8]([CH3:11])(=[O:10])=[O:9])=[CH:4][N:3]=1.BrC1C=NC(Cl)=NC=1.[F:20][C:21]1([F:67])[CH2:26][CH2:25][CH:24]([C:27]2[C:36]3[CH:35]([O:37]CC4C=CC(OC)=CC=4)[CH2:34][C:33]([CH3:48])([CH3:47])[CH2:32][C:31]=3[N:30]=[C:29]([CH:49]3[CH2:54][CH2:53][NH:52][CH2:51][CH2:50]3)[C:28]=2[CH:55]([F:66])[C:56]2[CH:61]=[CH:60][C:59]([C:62]([F:65])([F:64])[F:63])=[CH:58][CH:57]=2)[CH2:23][CH2:22]1. (5) Given the product [Cl:1][C:2]1[CH:7]=[CH:6][C:5]([O:8][CH2:11][C:12]2[CH:17]=[CH:16][CH:15]=[CH:14][CH:13]=2)=[C:4]([CH2:9][OH:10])[CH:3]=1, predict the reactants needed to synthesize it. The reactants are: [Cl:1][C:2]1[CH:7]=[CH:6][C:5]([OH:8])=[C:4]([CH2:9][OH:10])[CH:3]=1.[CH2:11](Br)[C:12]1[CH:17]=[CH:16][CH:15]=[CH:14][CH:13]=1.C(=O)([O-])[O-].[K+].[K+]. (6) Given the product [CH3:1][NH:2][C:3]1([C:26]2[CH:31]=[CH:30][CH:29]=[CH:28][CH:27]=2)[CH2:8][CH2:7][CH:6]([C:9]2[NH:10][C:11]3[C:16]([C:17]=2[CH2:18][CH2:19][C:20]2[CH:21]=[CH:22][N:23]=[CH:24][CH:25]=2)=[CH:15][CH:14]=[CH:13][CH:12]=3)[CH2:5][CH2:4]1, predict the reactants needed to synthesize it. The reactants are: [CH3:1][NH:2][C:3]1([C:26]2[CH:31]=[CH:30][CH:29]=[CH:28][CH:27]=2)[CH2:8][CH2:7][C:6]([C:9]2[NH:10][C:11]3[C:16]([C:17]=2[CH2:18][CH2:19][C:20]2[CH:25]=[CH:24][N:23]=[CH:22][CH:21]=2)=[CH:15][CH:14]=[CH:13][CH:12]=3)=[CH:5][CH2:4]1.[Sn].[OH-].[Na+]. (7) The reactants are: [OH:1][C:2]1[C:7]([C:8]([F:11])([F:10])[F:9])=[CH:6][CH:5]=[CH:4][N:3]=1.[Br:12]Br. Given the product [Br:12][C:5]1[CH:6]=[C:7]([C:8]([F:9])([F:11])[F:10])[C:2]([OH:1])=[N:3][CH:4]=1, predict the reactants needed to synthesize it. (8) Given the product [N:3]1[CH:8]=[CH:7][CH:6]=[N:5][C:4]=1[N:9]1[CH2:14][CH2:13][N:12]([CH:16]([C:18]2[CH:23]=[CH:22][C:21]([C:24]([NH:27][C:28](=[O:30])[CH3:29])([CH3:26])[CH3:25])=[CH:20][CH:19]=2)[CH3:17])[CH2:11][CH2:10]1, predict the reactants needed to synthesize it. The reactants are: Cl.Cl.[N:3]1[CH:8]=[CH:7][CH:6]=[N:5][C:4]=1[N:9]1[CH2:14][CH2:13][NH:12][CH2:11][CH2:10]1.Cl[CH:16]([C:18]1[CH:23]=[CH:22][C:21]([C:24]([NH:27][C:28](=[O:30])[CH3:29])([CH3:26])[CH3:25])=[CH:20][CH:19]=1)[CH3:17]. (9) Given the product [N+:1]([C:4]1[CH:12]=[C:8]([C:9]([O:11][CH2:19][CH3:20])=[O:10])[C:7]([OH:13])=[CH:6][CH:5]=1)([O-:3])=[O:2], predict the reactants needed to synthesize it. The reactants are: [N+:1]([C:4]1[CH:12]=[C:8]([C:9]([OH:11])=[O:10])[C:7]([OH:13])=[CH:6][CH:5]=1)([O-:3])=[O:2].S(=O)(=O)(O)O.[CH2:19](O)[CH3:20].